From a dataset of NCI-60 drug combinations with 297,098 pairs across 59 cell lines. Regression. Given two drug SMILES strings and cell line genomic features, predict the synergy score measuring deviation from expected non-interaction effect. Drug 1: CC1C(C(=O)NC(C(=O)N2CCCC2C(=O)N(CC(=O)N(C(C(=O)O1)C(C)C)C)C)C(C)C)NC(=O)C3=C4C(=C(C=C3)C)OC5=C(C(=O)C(=C(C5=N4)C(=O)NC6C(OC(=O)C(N(C(=O)CN(C(=O)C7CCCN7C(=O)C(NC6=O)C(C)C)C)C)C(C)C)C)N)C. Drug 2: CN1C2=C(C=C(C=C2)N(CCCl)CCCl)N=C1CCCC(=O)O.Cl. Cell line: MALME-3M. Synergy scores: CSS=7.04, Synergy_ZIP=-3.70, Synergy_Bliss=0.542, Synergy_Loewe=-13.9, Synergy_HSA=-0.553.